Dataset: Forward reaction prediction with 1.9M reactions from USPTO patents (1976-2016). Task: Predict the product of the given reaction. (1) Given the reactants [Br:1][C:2]1[CH:10]=[C:9]2[C:5]([CH2:6][C:7]3([CH2:16][CH2:15][CH:14]([OH:17])[CH2:13][CH2:12]3)[C:8]2=[O:11])=[CH:4][CH:3]=1.FS([C:22]([F:27])([F:26])C(O)=O)(=O)=O.O.C(OCC)C, predict the reaction product. The product is: [Br:1][C:2]1[CH:10]=[C:9]2[C:5]([CH2:6][C:7]3([CH2:16][CH2:15][CH:14]([O:17][CH:22]([F:27])[F:26])[CH2:13][CH2:12]3)[C:8]2=[O:11])=[CH:4][CH:3]=1. (2) The product is: [CH2:3]([O:11][CH:4]1[CH2:5][CH2:6][C:15]2([O:16][CH2:12][CH2:13][O:14]2)[CH2:17][CH2:3]1)[C:4]1[CH:9]=[CH:8][CH:7]=[CH:6][CH:5]=1. Given the reactants [H-].[Na+].[CH2:3](Br)[C:4]1[CH:9]=[CH:8][CH:7]=[CH:6][CH:5]=1.[OH2:11].[CH3:12][CH2:13][O:14][C:15]([CH3:17])=[O:16], predict the reaction product. (3) Given the reactants [CH2:1]([O:3][C:4](=[O:18])[CH2:5][C:6]([C:8]1[C:9](OC)=[N:10][C:11]([S:14][CH3:15])=[N:12][CH:13]=1)=[O:7])[CH3:2].[C:19](OC(=O)C)(=O)C.C(OC(OCC)OCC)C.[C:36]([C:38]1[CH:43]=[CH:42][C:41]([NH2:44])=[CH:40][CH:39]=1)#[CH:37].C([O-])([O-])=O.[K+].[K+], predict the reaction product. The product is: [CH2:1]([O:3][C:4]([C:5]1[C:6](=[O:7])[C:8]2[CH:13]=[N:12][C:11]([S:14][CH3:15])=[N:10][C:9]=2[N:44]([C:41]2[CH:42]=[CH:43][C:38]([C:36]#[CH:37])=[CH:39][CH:40]=2)[CH:19]=1)=[O:18])[CH3:2].